From a dataset of Forward reaction prediction with 1.9M reactions from USPTO patents (1976-2016). Predict the product of the given reaction. The product is: [Cl:7][C:8]1[CH:13]=[CH:12][C:11]([C:14]([F:17])([F:16])[F:15])=[CH:10][C:9]=1[O:38][C:35]1[CH:34]=[CH:33][C:32]([C@H:31]2[C:24]3=[N:23][S:22](=[O:39])(=[O:21])[CH2:27][CH2:26][N:25]3[CH2:28][CH2:29][CH2:30]2)=[CH:37][CH:36]=1. Given the reactants N1C=CC=CC=1.[Cl:7][C:8]1[CH:13]=[CH:12][C:11]([C:14]([F:17])([F:16])[F:15])=[CH:10][C:9]=1B(O)O.[O:21]=[S:22]1(=[O:39])[CH2:27][CH2:26][N:25]2[CH2:28][CH2:29][CH2:30][C@@H:31]([C:32]3[CH:37]=[CH:36][C:35]([OH:38])=[CH:34][CH:33]=3)[C:24]2=[N:23]1.C(=O)([O-])[O-].[Cs+].[Cs+], predict the reaction product.